This data is from CYP2D6 inhibition data for predicting drug metabolism from PubChem BioAssay. The task is: Regression/Classification. Given a drug SMILES string, predict its absorption, distribution, metabolism, or excretion properties. Task type varies by dataset: regression for continuous measurements (e.g., permeability, clearance, half-life) or binary classification for categorical outcomes (e.g., BBB penetration, CYP inhibition). Dataset: cyp2d6_veith. (1) The compound is CCCCCOC(=O)CSc1nnc(-c2ccccc2)c(=O)[nH]1. The result is 0 (non-inhibitor). (2) The molecule is Cc1cc(O)c(/C=N/Nc2cccc(Cl)c2)c(=O)o1. The result is 1 (inhibitor). (3) The drug is CSc1ccc(CNc2ccccc2)cc1. The result is 0 (non-inhibitor). (4) The compound is CC[C@@H](CO)NC(=O)[C@H]1C=C2c3cccc4c3c(cn4C)C[C@H]2N(C)C1. The result is 1 (inhibitor). (5) The result is 0 (non-inhibitor). The molecule is N#Cc1ccccc1OC[C@H](O)CNCCNC(=O)Nc1ccccc1. (6) The compound is C[C@H](CO)NC(=O)[C@@H]1C[C@H]1[C@@H](NP(=O)(c1ccccc1)c1ccccc1)c1ccccc1. The result is 0 (non-inhibitor).